From a dataset of Full USPTO retrosynthesis dataset with 1.9M reactions from patents (1976-2016). Predict the reactants needed to synthesize the given product. Given the product [CH3:20][O:21][CH2:22][CH2:23][O:24][CH2:2][C:3]1[CH:4]=[C:5]([CH:8]=[CH:9][CH:10]=1)[C:6]#[N:7], predict the reactants needed to synthesize it. The reactants are: Br[CH2:2][C:3]1[CH:4]=[C:5]([CH:8]=[CH:9][CH:10]=1)[C:6]#[N:7].C(N(C(C)C)C(C)C)C.[CH3:20][O:21][CH2:22][CH2:23][OH:24].